From a dataset of NCI-60 drug combinations with 297,098 pairs across 59 cell lines. Regression. Given two drug SMILES strings and cell line genomic features, predict the synergy score measuring deviation from expected non-interaction effect. (1) Drug 1: CCC1=C2CN3C(=CC4=C(C3=O)COC(=O)C4(CC)O)C2=NC5=C1C=C(C=C5)O. Drug 2: CC1CCC2CC(C(=CC=CC=CC(CC(C(=O)C(C(C(=CC(C(=O)CC(OC(=O)C3CCCCN3C(=O)C(=O)C1(O2)O)C(C)CC4CCC(C(C4)OC)OCCO)C)C)O)OC)C)C)C)OC. Cell line: HCT116. Synergy scores: CSS=26.7, Synergy_ZIP=-1.21, Synergy_Bliss=-0.0965, Synergy_Loewe=-29.6, Synergy_HSA=0.541. (2) Drug 1: CC(C)NC(=O)C1=CC=C(C=C1)CNNC.Cl. Drug 2: C1C(C(OC1N2C=NC(=NC2=O)N)CO)O. Cell line: NCI-H226. Synergy scores: CSS=5.06, Synergy_ZIP=-2.62, Synergy_Bliss=-3.37, Synergy_Loewe=-2.29, Synergy_HSA=-3.70. (3) Drug 2: CCC1(C2=C(COC1=O)C(=O)N3CC4=CC5=C(C=CC(=C5CN(C)C)O)N=C4C3=C2)O.Cl. Drug 1: CC1=C2C(C(=O)C3(C(CC4C(C3C(C(C2(C)C)(CC1OC(=O)C(C(C5=CC=CC=C5)NC(=O)OC(C)(C)C)O)O)OC(=O)C6=CC=CC=C6)(CO4)OC(=O)C)OC)C)OC. Synergy scores: CSS=34.7, Synergy_ZIP=1.82, Synergy_Bliss=0.469, Synergy_Loewe=-15.0, Synergy_HSA=1.32. Cell line: EKVX. (4) Drug 1: C1CC(=O)NC(=O)C1N2CC3=C(C2=O)C=CC=C3N. Drug 2: C1=CC(=CC=C1CC(C(=O)O)N)N(CCCl)CCCl.Cl. Cell line: SW-620. Synergy scores: CSS=18.0, Synergy_ZIP=-5.21, Synergy_Bliss=2.33, Synergy_Loewe=-12.4, Synergy_HSA=0.509.